This data is from Forward reaction prediction with 1.9M reactions from USPTO patents (1976-2016). The task is: Predict the product of the given reaction. (1) Given the reactants [CH2:1]([S:5][C:6]1[NH:11][C:10](=O)[CH:9]=[CH:8][N:7]=1)[CH2:2][CH2:3][CH3:4].P(Cl)(Cl)([Cl:15])=O, predict the reaction product. The product is: [CH2:1]([S:5][C:6]1[N:11]=[C:10]([Cl:15])[CH:9]=[CH:8][N:7]=1)[CH2:2][CH2:3][CH3:4]. (2) Given the reactants Br[CH2:2][C:3](=O)[C:4]([OH:6])=[O:5].[Si:8]([O:25][CH:26]([CH3:30])[C:27](=[S:29])[NH2:28])([C:21]([CH3:24])([CH3:23])[CH3:22])([C:15]1[CH:20]=[CH:19][CH:18]=[CH:17][CH:16]=1)[C:9]1[CH:14]=[CH:13][CH:12]=[CH:11][CH:10]=1, predict the reaction product. The product is: [Si:8]([O:25][CH:26]([C:27]1[S:29][CH:2]=[C:3]([C:4]([OH:6])=[O:5])[N:28]=1)[CH3:30])([C:21]([CH3:22])([CH3:23])[CH3:24])([C:15]1[CH:20]=[CH:19][CH:18]=[CH:17][CH:16]=1)[C:9]1[CH:10]=[CH:11][CH:12]=[CH:13][CH:14]=1. (3) Given the reactants [C:1]([C:5]1[N:10]=[CH:9][C:8]([C:11]2[N:12]([C:32]([N:34]3[CH2:39][CH2:38][CH:37]([CH2:40][C:41](O)=[O:42])[CH2:36][CH2:35]3)=[O:33])[C@@:13]([C:25]3[CH:30]=[CH:29][C:28]([Cl:31])=[CH:27][CH:26]=3)([CH3:24])[C@@:14]([C:17]3[CH:22]=[CH:21][C:20]([Cl:23])=[CH:19][CH:18]=3)([CH3:16])[N:15]=2)=[C:7]([O:44][CH2:45][CH3:46])[CH:6]=1)([CH3:4])([CH3:3])[CH3:2].[F:47][C:48]1[CH:49]=[C:50]([CH:52]=[CH:53][C:54]=1[CH3:55])[NH2:51], predict the reaction product. The product is: [C:1]([C:5]1[N:10]=[CH:9][C:8]([C:11]2[N:12]([C:32]([N:34]3[CH2:39][CH2:38][CH:37]([CH2:40][C:41]([NH:51][C:50]4[CH:52]=[CH:53][C:54]([CH3:55])=[C:48]([F:47])[CH:49]=4)=[O:42])[CH2:36][CH2:35]3)=[O:33])[C@@:13]([C:25]3[CH:30]=[CH:29][C:28]([Cl:31])=[CH:27][CH:26]=3)([CH3:24])[C@@:14]([C:17]3[CH:18]=[CH:19][C:20]([Cl:23])=[CH:21][CH:22]=3)([CH3:16])[N:15]=2)=[C:7]([O:44][CH2:45][CH3:46])[CH:6]=1)([CH3:2])([CH3:3])[CH3:4]. (4) Given the reactants [Cl:1][CH2:2][CH2:3][CH2:4][S:5]([O:8][CH2:9][C:10]([CH3:24])([CH3:23])[C@@H:11]([O:15][CH2:16][C:17]1[CH:22]=[CH:21][CH:20]=[CH:19][CH:18]=1)[C:12]([OH:14])=[O:13])(=[O:7])=[O:6].I[CH2:26][O:27][C:28]([O:30][CH:31]([CH3:33])[CH3:32])=[O:29], predict the reaction product. The product is: [Cl:1][CH2:2][CH2:3][CH2:4][S:5]([O:8][CH2:9][C:10]([CH3:24])([CH3:23])[C@@H:11]([O:15][CH2:16][C:17]1[CH:22]=[CH:21][CH:20]=[CH:19][CH:18]=1)[C:12]([O:14][CH2:26][O:27][C:28]([O:30][CH:31]([CH3:33])[CH3:32])=[O:29])=[O:13])(=[O:6])=[O:7]. (5) Given the reactants [C:1]([C:3]1[CH:4]=[C:5]([C:9]2[CH:10]=[N:11][C:12]([NH:24][C:25]([NH:27][CH2:28][CH3:29])=[O:26])=[CH:13][C:14]=2[C:15]2[S:16][CH:17]=[C:18]([C:20]([F:23])([F:22])[F:21])[N:19]=2)[CH:6]=[N:7][CH:8]=1)#[N:2].[NH2:30][OH:31], predict the reaction product. The product is: [CH2:28]([NH:27][C:25](=[O:26])[NH:24][C:12]1[N:11]=[CH:10][C:9]([C:5]2[CH:6]=[N:7][CH:8]=[C:3]([C:1](=[N:30][OH:31])[NH2:2])[CH:4]=2)=[C:14]([C:15]2[S:16][CH:17]=[C:18]([C:20]([F:22])([F:21])[F:23])[N:19]=2)[CH:13]=1)[CH3:29].